This data is from NCI-60 drug combinations with 297,098 pairs across 59 cell lines. The task is: Regression. Given two drug SMILES strings and cell line genomic features, predict the synergy score measuring deviation from expected non-interaction effect. Drug 1: CCCCC(=O)OCC(=O)C1(CC(C2=C(C1)C(=C3C(=C2O)C(=O)C4=C(C3=O)C=CC=C4OC)O)OC5CC(C(C(O5)C)O)NC(=O)C(F)(F)F)O. Drug 2: COCCOC1=C(C=C2C(=C1)C(=NC=N2)NC3=CC=CC(=C3)C#C)OCCOC.Cl. Cell line: RXF 393. Synergy scores: CSS=46.7, Synergy_ZIP=8.83, Synergy_Bliss=11.3, Synergy_Loewe=12.6, Synergy_HSA=11.9.